From a dataset of Reaction yield outcomes from USPTO patents with 853,638 reactions. Predict the reaction yield, written as a fraction of the theoretical maximum amount of product (1.0 means a 100% yield; for example, 0.34 means a 34% yield). The reactants are [Cl:1][C:2]1[CH:8]=[C:7]([F:9])[CH:6]=[CH:5][C:3]=1[NH2:4].[C:10]([CH2:12][C:13](O)=[O:14])#[N:11].Cl.CN(C)CCCN=C=NCC.N1(O)C2C=CC=CC=2N=N1.C(N(CC)CC)C. The catalyst is C(OCC)(=O)C.CN(C)C=O. The product is [Cl:1][C:2]1[CH:8]=[C:7]([F:9])[CH:6]=[CH:5][C:3]=1[NH:4][C:13](=[O:14])[CH2:12][C:10]#[N:11]. The yield is 0.540.